Task: Regression. Given a peptide amino acid sequence and an MHC pseudo amino acid sequence, predict their binding affinity value. This is MHC class I binding data.. Dataset: Peptide-MHC class I binding affinity with 185,985 pairs from IEDB/IMGT (1) The peptide sequence is LMLLPTALAF. The binding affinity (normalized) is 0.108. The MHC is HLA-B53:01 with pseudo-sequence HLA-B53:01. (2) The peptide sequence is TLKRRSWPL. The MHC is HLA-B08:01 with pseudo-sequence HLA-B08:01. The binding affinity (normalized) is 0.918. (3) The peptide sequence is YTYPIAHTA. The MHC is HLA-A02:01 with pseudo-sequence HLA-A02:01. The binding affinity (normalized) is 0.376. (4) The peptide sequence is FLKEKGGL. The MHC is HLA-B44:03 with pseudo-sequence HLA-B44:03. The binding affinity (normalized) is 0.